Dataset: Reaction yield outcomes from USPTO patents with 853,638 reactions. Task: Predict the reaction yield, written as a fraction of the theoretical maximum amount of product (1.0 means a 100% yield; for example, 0.34 means a 34% yield). (1) The reactants are [NH2:1][C:2]1[N:7]=[C:6]([O:8][C:9]2[CH:18]=[CH:17][C:12]([C:13](OC)=[O:14])=[CH:11][CH:10]=2)[CH:5]=[C:4]([NH2:19])[N:3]=1.[NH2:20][NH2:21]. The catalyst is CO. The product is [NH2:1][C:2]1[N:7]=[C:6]([O:8][C:9]2[CH:18]=[CH:17][C:12]([C:13]([NH:20][NH2:21])=[O:14])=[CH:11][CH:10]=2)[CH:5]=[C:4]([NH2:19])[N:3]=1. The yield is 0.737. (2) The reactants are Cl[C:2]1[CH:11]=[CH:10][N:9]=[C:8]2[C:3]=1[CH:4]=[CH:5][C:6]([C:12](=[O:14])[CH3:13])=[N:7]2.[F:15][C:16]1[CH:21]=[CH:20][C:19](B2OC(C)(C)C(C)(C)O2)=[CH:18][C:17]=1[C:31]1[C:32]([C:37]#[N:38])=[CH:33][CH:34]=[CH:35][CH:36]=1. No catalyst specified. The product is [C:12]([C:6]1[N:7]=[C:8]2[C:3]([C:2]([C:19]3[CH:20]=[CH:21][C:16]([F:15])=[C:17]([C:31]4[C:32]([C:37]#[N:38])=[CH:33][CH:34]=[CH:35][CH:36]=4)[CH:18]=3)=[CH:11][CH:10]=[N:9]2)=[CH:4][CH:5]=1)(=[O:14])[CH3:13]. The yield is 0.830. (3) The reactants are [CH:1]1([N:4]([CH2:18][CH2:19][O:20][CH2:21][C:22](O)=[O:23])[S:5]([C:8]2[C:13]([CH3:14])=[CH:12][C:11]([O:15][CH3:16])=[CH:10][C:9]=2[CH3:17])(=[O:7])=[O:6])[CH2:3][CH2:2]1.C(N(C(C)C)CC)(C)C.C1C=CC2N(O)N=NC=2C=1.CCN=C=NCCCN(C)C.[CH:55]1([N:58]2[CH2:63][CH2:62][N:61]([C:64]3([CH2:70][N:71]4[CH2:79][C:78]5[C:73](=[CH:74][CH:75]=[CH:76][CH:77]=5)[C:72]4=[O:80])[CH2:69][CH2:68][NH:67][CH2:66][CH2:65]3)[CH2:60][CH2:59]2)[CH2:57][CH2:56]1. The catalyst is ClCCl. The product is [CH:1]1([N:4]([CH2:18][CH2:19][O:20][CH2:21][C:22]([N:67]2[CH2:66][CH2:65][C:64]([N:61]3[CH2:62][CH2:63][N:58]([CH:55]4[CH2:56][CH2:57]4)[CH2:59][CH2:60]3)([CH2:70][N:71]3[CH2:79][C:78]4[C:73](=[CH:74][CH:75]=[CH:76][CH:77]=4)[C:72]3=[O:80])[CH2:69][CH2:68]2)=[O:23])[S:5]([C:8]2[C:9]([CH3:17])=[CH:10][C:11]([O:15][CH3:16])=[CH:12][C:13]=2[CH3:14])(=[O:7])=[O:6])[CH2:2][CH2:3]1. The yield is 0.500. (4) The reactants are C([O:8][C:9]1[CH:10]=[CH:11][C:12]([CH2:15][C:16]([C:45]([O:47][C:48]([CH3:51])([CH3:50])[CH3:49])=[O:46])([C:35]([O:37]CC2C=CC=CC=2)=[O:36])[CH2:17][CH2:18][C@H:19]([NH:27][C:28]([O:30][C:31]([CH3:34])([CH3:33])[CH3:32])=[O:29])[C:20]([O:22][C:23]([CH3:26])([CH3:25])[CH3:24])=[O:21])=[N:13][CH:14]=1)C1C=CC=CC=1. The catalyst is CO.[Pd]. The product is [C:23]([O:22][C:20](=[O:21])[C@@H:19]([NH:27][C:28]([O:30][C:31]([CH3:34])([CH3:33])[CH3:32])=[O:29])[CH2:18][CH2:17][C:16]([C:45]([O:47][C:48]([CH3:49])([CH3:50])[CH3:51])=[O:46])([CH2:15][C:12]1[CH:11]=[CH:10][C:9]([OH:8])=[CH:14][N:13]=1)[C:35]([OH:37])=[O:36])([CH3:24])([CH3:25])[CH3:26]. The yield is 1.00. (5) The reactants are F[C:2]1[CH:7]=[CH:6][CH:5]=[CH:4][C:3]=1[CH2:8][C:9](=[O:15])[C:10]([O:12][CH2:13][CH3:14])=[O:11].[Cl:16]C1C=CC=CC=1CCl.[Mg].C(OCC)(=O)C(OCC)=O. The yield is 0.740. No catalyst specified. The product is [Cl:16][C:2]1[CH:7]=[CH:6][CH:5]=[CH:4][C:3]=1[CH2:8][C:9](=[O:15])[C:10]([O:12][CH2:13][CH3:14])=[O:11]. (6) The reactants are [CH3:1][C@H:2]1[CH2:7][NH:6][C@H:5]([CH3:8])[CH2:4][NH:3]1.CS(O)(=O)=O.C([O-])(=O)C.[K+].Cl[C:20]([O:22][CH2:23][CH3:24])=[O:21]. The catalyst is O.O1CCCC1.C(O)C. The product is [CH3:1][C@H:2]1[CH2:7][NH:6][C@H:5]([CH3:8])[CH2:4][N:3]1[C:20]([O:22][CH2:23][CH3:24])=[O:21]. The yield is 0.740. (7) The reactants are [CH2:1]([O:3][C:4]([C:6]1[CH:7]=[N:8][NH:9][C:10]=1[NH2:11])=[O:5])[CH3:2].C([O:14]/[CH:15]=[CH:16]/[C:17](OCC)=O)C.C(=O)([O-])[O-].[Cs+].[Cs+].Cl. The catalyst is CN(C=O)C. The product is [O:14]=[C:15]1[CH:16]=[CH:17][N:9]2[N:8]=[CH:7][C:6]([C:4]([O:3][CH2:1][CH3:2])=[O:5])=[C:10]2[NH:11]1. The yield is 0.920. (8) The reactants are C(O)(=O)C.[CH3:5][C@H:6]1[CH2:11][NH:10][C@H:9]([CH3:12])[CH2:8][N:7]1[C@@H:13]([C:27]1[CH:32]=[CH:31][CH:30]=[C:29]([OH:33])[CH:28]=1)[C:14]1[CH:26]=[CH:25][C:17]([C:18]([N:20]([CH2:23][CH3:24])[CH2:21][CH3:22])=[O:19])=[CH:16][CH:15]=1.[F:34][C:35]1[CH:36]=[C:37]([CH:40]=[CH:41][CH:42]=1)[CH:38]=O.C(O[BH-](OC(=O)C)OC(=O)C)(=O)C.[Na+]. The catalyst is O1CCCC1.C(OCC)(=O)C. The product is [CH3:5][C@H:6]1[CH2:11][N:10]([CH2:38][C:37]2[CH:40]=[CH:41][CH:42]=[C:35]([F:34])[CH:36]=2)[C@H:9]([CH3:12])[CH2:8][N:7]1[C@@H:13]([C:27]1[CH:32]=[CH:31][CH:30]=[C:29]([OH:33])[CH:28]=1)[C:14]1[CH:26]=[CH:25][C:17]([C:18]([N:20]([CH2:23][CH3:24])[CH2:21][CH3:22])=[O:19])=[CH:16][CH:15]=1. The yield is 0.823.